From a dataset of Full USPTO retrosynthesis dataset with 1.9M reactions from patents (1976-2016). Predict the reactants needed to synthesize the given product. (1) Given the product [Na+:35].[CH3:1][C:2]1[CH:7]=[C:6]([CH3:8])[CH:5]=[CH:4][C:3]=1[NH:9][C:10](=[O:33])[CH2:11][N:12]([CH2:19][C:20]1[CH:21]=[CH:22][C:23]([O:24][C:25]([CH3:30])([CH3:29])[C:26]([O-:28])=[O:27])=[CH:31][CH:32]=1)[CH2:13][C:14]1[O:15][CH:16]=[CH:17][CH:18]=1, predict the reactants needed to synthesize it. The reactants are: [CH3:1][C:2]1[CH:7]=[C:6]([CH3:8])[CH:5]=[CH:4][C:3]=1[NH:9][C:10](=[O:33])[CH2:11][N:12]([CH2:19][C:20]1[CH:32]=[CH:31][C:23]([O:24][C:25]([CH3:30])([CH3:29])[C:26]([OH:28])=[O:27])=[CH:22][CH:21]=1)[CH2:13][C:14]1[O:15][CH:16]=[CH:17][CH:18]=1.[OH-].[Na+:35]. (2) Given the product [CH2:15]([C:27]12[C:22]([CH2:23][CH3:24])([CH2:32][CH3:38])[C@@:37]([C:12]([OH:14])=[O:13])([CH2:25][CH2:26]1)[O:36][CH2:35][O:34][CH2:33]2)[CH3:18], predict the reactants needed to synthesize it. The reactants are: O[C@]1([C:12]([OH:14])=[O:13])CCC(CO)(C)C1(C)C.[CH2:15]([CH2:18]OC)OC.O.[C:22]1([CH3:32])[CH:27]=[CH:26][C:25](S(O)(=O)=O)=[CH:24][CH:23]=1.[CH3:33][O:34][CH2:35][O:36][CH3:37].[CH:38]1C=CC=CC=1. (3) Given the product [CH2:1]([C@H:8]([NH:39][C:40](=[O:46])[O:41][C:42]([CH3:45])([CH3:44])[CH3:43])[C@@H:9]([O:31][Si:32]([C:35]([CH3:38])([CH3:37])[CH3:36])([CH3:34])[CH3:33])[CH2:10][C@@H:11]([NH:20][C:21]([O:23][CH2:24][C:25]1[CH:30]=[CH:29][CH:28]=[CH:27][CH:26]=1)=[O:22])[CH2:12][C:13]1[CH:18]=[CH:17][C:16]([C:54]2[CH:55]=[N:56][CH:57]=[CH:58][CH:59]=2)=[CH:15][CH:14]=1)[C:2]1[CH:7]=[CH:6][CH:5]=[CH:4][CH:3]=1, predict the reactants needed to synthesize it. The reactants are: [CH2:1]([C@H:8]([NH:39][C:40](=[O:46])[O:41][C:42]([CH3:45])([CH3:44])[CH3:43])[C@@H:9]([O:31][Si:32]([C:35]([CH3:38])([CH3:37])[CH3:36])([CH3:34])[CH3:33])[CH2:10][C@@H:11]([NH:20][C:21]([O:23][CH2:24][C:25]1[CH:30]=[CH:29][CH:28]=[CH:27][CH:26]=1)=[O:22])[CH2:12][C:13]1[CH:18]=[CH:17][C:16](Br)=[CH:15][CH:14]=1)[C:2]1[CH:7]=[CH:6][CH:5]=[CH:4][CH:3]=1.[Cl-].[Li+].C([Sn](CCCC)(CCCC)[C:54]1[CH:55]=[N:56][CH:57]=[CH:58][CH:59]=1)CCC. (4) Given the product [OH:34][CH:31]1[CH2:32][CH2:33][N:28]([CH2:27][CH2:26][CH2:25][O:9][C:10]2[CH:15]=[CH:14][C:13]([C:16]3([C:22]#[N:23])[CH2:21][CH2:20][O:19][CH2:18][CH2:17]3)=[CH:12][CH:11]=2)[CH2:29][CH2:30]1, predict the reactants needed to synthesize it. The reactants are: N1(CCC[O:9][C:10]2[CH:15]=[CH:14][C:13]([C:16]3([C:22]#[N:23])[CH2:21][CH2:20][O:19][CH2:18][CH2:17]3)=[CH:12][CH:11]=2)CCCC1.Cl[CH2:25][CH2:26][CH2:27][N:28]1[CH2:33][CH2:32][CH:31]([OH:34])[CH2:30][CH2:29]1.C([O-])([O-])=O.[K+].[K+]. (5) The reactants are: [NH2:1][C:2]1[CH:3]=[N:4][CH:5]=[CH:6][C:7]=1[N:8]1[CH2:13][CH2:12][CH2:11][C@H:10]([NH:14][C:15](=[O:21])[O:16][C:17]([CH3:20])([CH3:19])[CH3:18])[CH2:9]1.[C:22]([O:26][C:27]([NH:29][C:30]1[S:38][C:37]2[C:32](=[N:33][CH:34]=[C:35]([C:39]3[CH:44]=[CH:43][CH:42]=[CH:41][CH:40]=3)[CH:36]=2)[C:31]=1[C:45](O)=[O:46])=[O:28])([CH3:25])([CH3:24])[CH3:23].CN(C(ON1N=NC2C=CC=NC1=2)=[N+](C)C)C.F[P-](F)(F)(F)(F)F.CCN(C(C)C)C(C)C.CN(C=O)C. Given the product [C:22]([O:26][C:27]([NH:29][C:30]1[S:38][C:37]2[C:32](=[N:33][CH:34]=[C:35]([C:39]3[CH:40]=[CH:41][CH:42]=[CH:43][CH:44]=3)[CH:36]=2)[C:31]=1[C:45]([NH:1][C:2]1[CH:3]=[N:4][CH:5]=[CH:6][C:7]=1[N:8]1[CH2:13][CH2:12][CH2:11][C@H:10]([NH:14][C:15](=[O:21])[O:16][C:17]([CH3:18])([CH3:20])[CH3:19])[CH2:9]1)=[O:46])=[O:28])([CH3:25])([CH3:23])[CH3:24], predict the reactants needed to synthesize it. (6) Given the product [N:1]1([C:7]2[CH:13]=[CH:12][C:10]([NH:11][N:23]=[C:29]([C:28](=[O:33])[CH3:27])[C:30](=[O:32])[CH3:31])=[CH:9][CH:8]=2)[CH2:6][CH2:5][CH2:4][CH2:3][CH2:2]1, predict the reactants needed to synthesize it. The reactants are: [N:1]1([C:7]2[CH:13]=[CH:12][C:10]([NH2:11])=[CH:9][CH:8]=2)[CH2:6][CH2:5][CH2:4][CH2:3][CH2:2]1.P(=O)(O)(O)O.[N+]([O-])(O)=O.[N:23]([O-])=O.[Na+].[CH3:27][C:28](=[O:33])[CH2:29][C:30](=[O:32])[CH3:31].C([O-])(=O)C.[K+].C([O-])([O-])=O.[Na+].[Na+]. (7) The reactants are: Cl[C:2]1[CH:7]=[C:6]([NH:8][CH:9]2[CH2:14][CH2:13][O:12][CH2:11][CH2:10]2)[N:5]2[N:15]=[C:16]([C:18]3[C:27]([CH3:28])=[N:26][C:25]4[C:20](=[CH:21][CH:22]=[CH:23][CH:24]=4)[N:19]=3)[CH:17]=[C:4]2[N:3]=1.[C:29]1(B(O)O)[CH2:33][CH2:32][CH2:31][CH:30]=1.[F-].[Cs+].O. Given the product [C:29]1([C:2]2[CH:7]=[C:6]([NH:8][CH:9]3[CH2:14][CH2:13][O:12][CH2:11][CH2:10]3)[N:5]3[N:15]=[C:16]([C:18]4[C:27]([CH3:28])=[N:26][C:25]5[C:20](=[CH:21][CH:22]=[CH:23][CH:24]=5)[N:19]=4)[CH:17]=[C:4]3[N:3]=2)[CH2:33][CH2:32][CH2:31][CH:30]=1, predict the reactants needed to synthesize it. (8) Given the product [Cl:1][C:2]1[CH:3]=[CH:4][C:5]([O:19][CH3:20])=[C:6]([C:8]2[O:18][C:13]3[C:12]([C:10](=[O:11])[C:9]=2[OH:21])=[CH:17][CH:16]=[CH:15][CH:14]=3)[CH:7]=1, predict the reactants needed to synthesize it. The reactants are: [Cl:1][C:2]1[CH:3]=[CH:4][C:5]([O:19][CH3:20])=[C:6](/[CH:8]=[CH:9]/[C:10]([C:12]2[CH:17]=[CH:16][CH:15]=[CH:14][C:13]=2[OH:18])=[O:11])[CH:7]=1.[OH:21]O. (9) Given the product [CH3:33][C:26]1[N:25]([CH:22]([CH3:24])[CH3:23])[C:29]([CH3:30])=[CH:28][C:27]=1[CH2:31][N:1]1[C:9]2[C:4](=[CH:5][CH:6]=[CH:7][CH:8]=2)[C:3]2([C:13]3=[CH:14][C:15]4[O:19][CH2:18][O:17][C:16]=4[CH:20]=[C:12]3[O:11][CH2:10]2)[C:2]1=[O:21], predict the reactants needed to synthesize it. The reactants are: [NH:1]1[C:9]2[C:4](=[CH:5][CH:6]=[CH:7][CH:8]=2)[C:3]2([C:13]3=[CH:14][C:15]4[O:19][CH2:18][O:17][C:16]=4[CH:20]=[C:12]3[O:11][CH2:10]2)[C:2]1=[O:21].[CH:22]([N:25]1[C:29]([CH3:30])=[CH:28][C:27]([CH2:31]O)=[C:26]1[CH3:33])([CH3:24])[CH3:23].C(P(CCCC)CCCC)CCC.N(C(OCC)=O)=NC(OCC)=O.